Predict the reactants needed to synthesize the given product. From a dataset of Full USPTO retrosynthesis dataset with 1.9M reactions from patents (1976-2016). (1) Given the product [CH2:1]([O:3][C:4](=[O:10])[CH2:5][N:6]([C:16]([O:15][C:12]([CH3:14])([CH3:13])[CH3:11])=[O:17])[CH:7]1[CH2:9][CH2:8]1)[CH3:2], predict the reactants needed to synthesize it. The reactants are: [CH2:1]([O:3][C:4](=[O:10])[CH2:5][NH:6][CH:7]1[CH2:9][CH2:8]1)[CH3:2].[CH3:11][C:12]([O:15][C:16](O[C:16]([O:15][C:12]([CH3:14])([CH3:13])[CH3:11])=[O:17])=[O:17])([CH3:14])[CH3:13]. (2) Given the product [Cl:40][C:41]1[CH:51]=[CH:50][C:44]2[NH:45][C:46]([CH2:48][NH:49][C:13](=[O:15])[C:12]3[CH:11]=[CH:10][C:9]([C:6]4[N:3]5[C:2]([S:1][CH2:5][CH2:4]5)=[N:8][CH:7]=4)=[CH:17][CH:16]=3)=[N:47][C:43]=2[CH:42]=1, predict the reactants needed to synthesize it. The reactants are: [S:1]1[CH2:5][CH2:4][N:3]2[C:6]([C:9]3[CH:17]=[CH:16][C:12]([C:13]([OH:15])=O)=[CH:11][CH:10]=3)=[CH:7][N:8]=[C:2]12.CN(C(ON1N=NC2C=CC=CC1=2)=[N+](C)C)C.[B-](F)(F)(F)F.[Cl:40][C:41]1[CH:51]=[CH:50][C:44]2[NH:45][C:46]([CH2:48][NH2:49])=[N:47][C:43]=2[CH:42]=1.ClCl. (3) Given the product [CH3:24][C:17]1[CH:16]=[C:15]([CH:2]2[O:14][CH2:13][CH2:12][N:4]([C:5]([O:6][C:7]([CH3:10])([CH3:9])[CH3:8])=[O:11])[CH2:3]2)[CH:20]=[CH:19][C:18]=1[N+:21]([O-:23])=[O:22], predict the reactants needed to synthesize it. The reactants are: O[CH:2]([C:15]1[CH:20]=[CH:19][C:18]([N+:21]([O-:23])=[O:22])=[C:17]([CH3:24])[CH:16]=1)[CH2:3][N:4]([CH2:12][CH2:13][OH:14])[C:5](=[O:11])[O:6][C:7]([CH3:10])([CH3:9])[CH3:8].C(N(CC)CC)C.CS(Cl)(=O)=O. (4) Given the product [OH:1][C:2]1[CH:10]=[CH:9][C:5]([C:6]([O:8][CH3:12])=[O:7])=[CH:4][N:3]=1, predict the reactants needed to synthesize it. The reactants are: [OH:1][C:2]1[CH:10]=[CH:9][C:5]([C:6]([OH:8])=[O:7])=[CH:4][N:3]=1.[Si](C=[N+]=[N-])(C)(C)[CH3:12]. (5) Given the product [ClH:10].[Cl:10][C:11]1[CH:16]=[CH:15][CH:14]=[CH:13][C:12]=1[C:2]1[CH:8]=[CH:7][CH:6]=[C:4]([NH2:5])[C:3]=1[F:9], predict the reactants needed to synthesize it. The reactants are: Br[C:2]1[C:3]([F:9])=[C:4]([CH:6]=[CH:7][CH:8]=1)[NH2:5].[Cl:10][C:11]1[CH:16]=[CH:15][CH:14]=[CH:13][C:12]=1B(O)O.C([O-])([O-])=O.[K+].[K+].O1CCOCC1. (6) Given the product [F:1][C:2]1[CH:3]=[C:4]2[C:8](=[CH:9][CH:10]=1)[N:7]=[C:34]([C:30]1[CH:31]=[CH:32][CH:33]=[C:28]([C:27]([F:26])([F:38])[F:39])[CH:29]=1)[C:35]([CH3:36])=[C:5]2[C:6]([OH:11])=[O:17], predict the reactants needed to synthesize it. The reactants are: [F:1][C:2]1[CH:3]=[C:4]2[C:8](=[CH:9][CH:10]=1)[NH:7][C:6](=[O:11])[C:5]2=O.[OH-].[K+].N1C2C(=CC=CC=2)C(=O)C1=[O:17].[F:26][C:27]([F:39])([F:38])[C:28]1[CH:29]=[C:30]([C:34](=O)[CH2:35][CH3:36])[CH:31]=[CH:32][CH:33]=1.Cl. (7) The reactants are: [CH2:1]([O:3][C:4]([C:6]1[CH:7]=[N:8][C:9]2[CH2:10][CH2:11][CH2:12][CH2:13][C:14]=2[C:15]=1O)=[O:5])[CH3:2].C([O-])([O-])=O.[Na+].[Na+].[OH-].[Na+].O=P(Cl)(Cl)[Cl:27]. Given the product [CH2:1]([O:3][C:4]([C:6]1[CH:7]=[N:8][C:9]2[CH2:10][CH2:11][CH2:12][CH2:13][C:14]=2[C:15]=1[Cl:27])=[O:5])[CH3:2], predict the reactants needed to synthesize it. (8) Given the product [CH2:37]([N:38]([CH3:33])[C:5]([C:4]1[CH:8]=[C:9]([CH:10]=[C:2]([I:1])[CH:3]=1)[C:11]([O:13][CH3:14])=[O:12])=[O:7])[CH2:36][CH2:35][CH3:34], predict the reactants needed to synthesize it. The reactants are: [I:1][C:2]1[CH:3]=[C:4]([CH:8]=[C:9]([C:11]([O:13][CH3:14])=[O:12])[CH:10]=1)[C:5]([OH:7])=O.C(N(C(C)C)CC)(C)C.CN(C(ON1N=N[C:34]2[CH:35]=[CH:36][CH:37]=[N:38][C:33]1=2)=[N+](C)C)C.F[P-](F)(F)(F)(F)F.CNCCCC.